This data is from Forward reaction prediction with 1.9M reactions from USPTO patents (1976-2016). The task is: Predict the product of the given reaction. (1) Given the reactants [C:1]([OH:9])(=O)[C:2]1[CH:7]=[CH:6][CH:5]=[CH:4][CH:3]=1.[F:10][C:11]([F:39])([F:38])[C:12]([CH2:33][NH:34][CH2:35][CH2:36][CH3:37])([OH:32])[CH2:13][NH:14][C:15]1[CH:23]=[C:22]([CH3:24])[CH:21]=[C:20]2[C:16]=1[CH:17]=[N:18][N:19]2[C:25]1[CH:30]=[CH:29][C:28]([F:31])=[CH:27][CH:26]=1, predict the reaction product. The product is: [CH2:35]([N:34]([CH2:33][C:12]([CH2:13][NH:14][C:15]1[CH:23]=[C:22]([CH3:24])[CH:21]=[C:20]2[C:16]=1[CH:17]=[N:18][N:19]2[C:25]1[CH:26]=[CH:27][C:28]([F:31])=[CH:29][CH:30]=1)([OH:32])[C:11]([F:10])([F:38])[F:39])[C:1](=[O:9])[C:2]1[CH:3]=[CH:4][CH:5]=[CH:6][CH:7]=1)[CH2:36][CH3:37]. (2) Given the reactants C1(C)C=CC(S(O)(=O)=O)=CC=1.[O:12]1[CH2:16][CH2:15][C@@H:14]([NH2:17])[CH2:13]1.[H-].[Na+].[Cl:20][CH2:21][CH2:22][N:23]=[C:24]=[O:25], predict the reaction product. The product is: [Cl:20][CH2:21][CH2:22][NH:23][C:24]([NH:17][C@@H:14]1[CH2:15][CH2:16][O:12][CH2:13]1)=[O:25].